From a dataset of Peptide-MHC class I binding affinity with 185,985 pairs from IEDB/IMGT. Regression. Given a peptide amino acid sequence and an MHC pseudo amino acid sequence, predict their binding affinity value. This is MHC class I binding data. (1) The peptide sequence is SLYKYLLLR. The MHC is HLA-B18:01 with pseudo-sequence HLA-B18:01. The binding affinity (normalized) is 0.0847. (2) The peptide sequence is VAMSLTVGA. The MHC is HLA-B15:01 with pseudo-sequence HLA-B15:01. The binding affinity (normalized) is 0.321. (3) The MHC is HLA-B54:01 with pseudo-sequence HLA-B54:01. The peptide sequence is RQDILDLWIY. The binding affinity (normalized) is 0. (4) The peptide sequence is YNQGQYMNTPW. The MHC is Mamu-B52 with pseudo-sequence Mamu-B52. The binding affinity (normalized) is 0.787. (5) The peptide sequence is TIAGGVCYY. The MHC is HLA-A68:01 with pseudo-sequence HLA-A68:01. The binding affinity (normalized) is 0.449. (6) The peptide sequence is VSTCFKLMLK. The MHC is HLA-A68:01 with pseudo-sequence HLA-A68:01. The binding affinity (normalized) is 0.431. (7) The peptide sequence is VPLDEDFRKY. The MHC is HLA-B27:05 with pseudo-sequence HLA-B27:05. The binding affinity (normalized) is 0. (8) The peptide sequence is VPADHRLAF. The MHC is HLA-B15:09 with pseudo-sequence HLA-B15:09. The binding affinity (normalized) is 0.0847. (9) The peptide sequence is RDLLDTASA. The MHC is Patr-B2401 with pseudo-sequence Patr-B2401. The binding affinity (normalized) is 0.325. (10) The peptide sequence is SDYLELDTI. The MHC is HLA-A30:01 with pseudo-sequence HLA-A30:01. The binding affinity (normalized) is 0.